From a dataset of Retrosynthesis with 50K atom-mapped reactions and 10 reaction types from USPTO. Predict the reactants needed to synthesize the given product. (1) Given the product Cc1cc(N2CCN(CC(=O)c3ccccc3)C2=O)sc1C(=O)O, predict the reactants needed to synthesize it. The reactants are: CCOC(=O)c1sc(N2CCN(CC(=O)c3ccccc3)C2=O)cc1C. (2) Given the product COc1cc2c(=O)n(CCCOS(C)(=O)=O)c(SCc3cc(C)cc(C)c3)nc2c(OC)c1OC, predict the reactants needed to synthesize it. The reactants are: COc1cc2c(=O)n(CCCO)c(SCc3cc(C)cc(C)c3)nc2c(OC)c1OC.CS(=O)(=O)Cl. (3) Given the product COC(=O)C(C/C=C/c1ccc(N(Cc2ccccn2)c2ncccn2)cc1)NC(=O)c1c(Cl)cccc1Cl, predict the reactants needed to synthesize it. The reactants are: C=CCC(NC(=O)c1c(Cl)cccc1Cl)C(=O)OC.Ic1ccc(N(Cc2ccccn2)c2ncccn2)cc1. (4) Given the product COc1ccccc1-c1nc(C2CC(C)(C)OC(C)(C)C2)cn1Cc1ccc(C#N)cc1, predict the reactants needed to synthesize it. The reactants are: COc1ccccc1-c1nc(C2CC(C)(C)OC(C)(C)C2)c[nH]1.N#Cc1ccc(CBr)cc1. (5) Given the product Cc1cc(Br)c(C)c2c1SCCC2O, predict the reactants needed to synthesize it. The reactants are: Cc1cc(Br)c(C)c2c1SCCC2=O. (6) Given the product Cc1ccc([N+](=O)[O-])c(N=C2SCC3(CCCC3)N2C2CCCC2)c1C, predict the reactants needed to synthesize it. The reactants are: BrC1CCCC1.Cc1ccc([N+](=O)[O-])c(N=C2NC3(CCCC3)CS2)c1C. (7) Given the product CC1(C)[C@@H](C(=O)Nc2cc(C(F)(F)F)n[nH]2)[C@@H]1c1ccccc1, predict the reactants needed to synthesize it. The reactants are: CC1(C)[C@@H](C(=O)O)[C@@H]1c1ccccc1.Nc1cc(C(F)(F)F)n[nH]1.